This data is from Reaction yield outcomes from USPTO patents with 853,638 reactions. The task is: Predict the reaction yield, written as a fraction of the theoretical maximum amount of product (1.0 means a 100% yield; for example, 0.34 means a 34% yield). (1) The reactants are [CH2:1]([N:8]([CH2:18][C:19]1[CH:24]=[CH:23][CH:22]=[CH:21][CH:20]=1)[C:9]1[CH:14]=[C:13]([CH3:15])[C:12](I)=[CH:11][C:10]=1[CH3:17])[C:2]1[CH:7]=[CH:6][CH:5]=[CH:4][CH:3]=1.C([Li])CCC.CN(C)[CH:32]=[O:33].Cl. The catalyst is C1(C)C=CC=CC=1.[Cl-].[Na+].O. The product is [CH2:1]([N:8]([CH2:18][C:19]1[CH:24]=[CH:23][CH:22]=[CH:21][CH:20]=1)[C:9]1[C:10]([CH3:17])=[CH:11][C:12]([CH:32]=[O:33])=[C:13]([CH3:15])[CH:14]=1)[C:2]1[CH:7]=[CH:6][CH:5]=[CH:4][CH:3]=1. The yield is 0.490. (2) The yield is 0.910. The catalyst is C1COCC1.O. The reactants are Br[C:2]1[CH:7]=[CH:6][C:5]([CH:8]([CH3:10])[CH3:9])=[CH:4][CH:3]=1.C([Li])CCC.CCCCCC.[OH:22][C:23]1[CH:30]=[C:29]([CH3:31])[CH:28]=[C:27]([CH3:32])[C:24]=1[CH:25]=[O:26]. The product is [OH:26][CH:25]([C:2]1[CH:7]=[CH:6][C:5]([CH:8]([CH3:10])[CH3:9])=[CH:4][CH:3]=1)[C:24]1[C:27]([CH3:32])=[CH:28][C:29]([CH3:31])=[CH:30][C:23]=1[OH:22].